Dataset: NCI-60 drug combinations with 297,098 pairs across 59 cell lines. Task: Regression. Given two drug SMILES strings and cell line genomic features, predict the synergy score measuring deviation from expected non-interaction effect. (1) Drug 1: CC1=C(C=C(C=C1)NC2=NC=CC(=N2)N(C)C3=CC4=NN(C(=C4C=C3)C)C)S(=O)(=O)N.Cl. Drug 2: C1CC(=O)NC(=O)C1N2C(=O)C3=CC=CC=C3C2=O. Cell line: NCI-H460. Synergy scores: CSS=-4.13, Synergy_ZIP=1.95, Synergy_Bliss=-0.165, Synergy_Loewe=-2.94, Synergy_HSA=-3.32. (2) Drug 1: C1=NC(=NC(=O)N1C2C(C(C(O2)CO)O)O)N. Drug 2: CC12CCC3C(C1CCC2OP(=O)(O)O)CCC4=C3C=CC(=C4)OC(=O)N(CCCl)CCCl.[Na+]. Cell line: SNB-19. Synergy scores: CSS=9.42, Synergy_ZIP=-5.54, Synergy_Bliss=-0.953, Synergy_Loewe=-3.72, Synergy_HSA=-0.820. (3) Drug 1: CNC(=O)C1=CC=CC=C1SC2=CC3=C(C=C2)C(=NN3)C=CC4=CC=CC=N4. Drug 2: C1CCC(C1)C(CC#N)N2C=C(C=N2)C3=C4C=CNC4=NC=N3. Cell line: HT29. Synergy scores: CSS=0.222, Synergy_ZIP=5.23, Synergy_Bliss=5.96, Synergy_Loewe=-1.57, Synergy_HSA=0.505. (4) Drug 1: CNC(=O)C1=CC=CC=C1SC2=CC3=C(C=C2)C(=NN3)C=CC4=CC=CC=N4. Drug 2: C1CC(C1)(C(=O)O)C(=O)O.[NH2-].[NH2-].[Pt+2]. Cell line: M14. Synergy scores: CSS=5.11, Synergy_ZIP=-3.92, Synergy_Bliss=1.02, Synergy_Loewe=-2.57, Synergy_HSA=-2.44. (5) Drug 1: C1CCN(CC1)CCOC2=CC=C(C=C2)C(=O)C3=C(SC4=C3C=CC(=C4)O)C5=CC=C(C=C5)O. Drug 2: CCN(CC)CCCC(C)NC1=C2C=C(C=CC2=NC3=C1C=CC(=C3)Cl)OC. Cell line: COLO 205. Synergy scores: CSS=30.5, Synergy_ZIP=8.34, Synergy_Bliss=10.7, Synergy_Loewe=-9.06, Synergy_HSA=2.29. (6) Drug 1: CC12CCC3C(C1CCC2O)C(CC4=C3C=CC(=C4)O)CCCCCCCCCS(=O)CCCC(C(F)(F)F)(F)F. Drug 2: C#CCC(CC1=CN=C2C(=N1)C(=NC(=N2)N)N)C3=CC=C(C=C3)C(=O)NC(CCC(=O)O)C(=O)O. Cell line: RPMI-8226. Synergy scores: CSS=2.58, Synergy_ZIP=0.542, Synergy_Bliss=2.12, Synergy_Loewe=-4.12, Synergy_HSA=-2.38. (7) Drug 1: CCCS(=O)(=O)NC1=C(C(=C(C=C1)F)C(=O)C2=CNC3=C2C=C(C=N3)C4=CC=C(C=C4)Cl)F. Drug 2: CCN(CC)CCCC(C)NC1=C2C=C(C=CC2=NC3=C1C=CC(=C3)Cl)OC. Cell line: CCRF-CEM. Synergy scores: CSS=41.7, Synergy_ZIP=0.668, Synergy_Bliss=2.99, Synergy_Loewe=-26.1, Synergy_HSA=1.27. (8) Drug 1: CS(=O)(=O)C1=CC(=C(C=C1)C(=O)NC2=CC(=C(C=C2)Cl)C3=CC=CC=N3)Cl. Drug 2: C1=NC2=C(N1)C(=S)N=C(N2)N. Cell line: HL-60(TB). Synergy scores: CSS=53.8, Synergy_ZIP=-5.12, Synergy_Bliss=-12.3, Synergy_Loewe=-37.9, Synergy_HSA=-14.5.